This data is from Full USPTO retrosynthesis dataset with 1.9M reactions from patents (1976-2016). The task is: Predict the reactants needed to synthesize the given product. (1) Given the product [CH3:1][C:2]1[C:3]([CH2:12][N:13]2[CH2:18][CH2:17][CH2:16][CH2:15][CH:14]2[C:19]2[CH:20]=[C:21]([CH:26]=[CH:27][CH:28]=2)[C:22]([NH2:32])=[O:24])=[C:4]2[C:8](=[C:9]([CH3:11])[CH:10]=1)[NH:7][CH:6]=[CH:5]2, predict the reactants needed to synthesize it. The reactants are: [CH3:1][C:2]1[C:3]([CH2:12][N:13]2[CH2:18][CH2:17][CH2:16][CH2:15][CH:14]2[C:19]2[CH:20]=[C:21]([CH:26]=[CH:27][CH:28]=2)[C:22]([O:24]C)=O)=[C:4]2[C:8](=[C:9]([CH3:11])[CH:10]=1)[NH:7][CH:6]=[CH:5]2.[Cl-].[Cl-].[Ca+2].[NH4+:32].[OH-]. (2) Given the product [F:28]/[C:16](/[C:17]1[CH:22]=[CH:21][C:20]([O:23][C:24]([F:27])([F:26])[F:25])=[CH:19][CH:18]=1)=[CH:15]\[C:11]1[CH:12]=[C:13]([CH3:14])[N:9]([CH2:8][C:5]2[CH:6]=[CH:7][C:2]([NH:30][CH3:29])=[N:3][CH:4]=2)[N:10]=1, predict the reactants needed to synthesize it. The reactants are: Cl[C:2]1[CH:7]=[CH:6][C:5]([CH2:8][N:9]2[C:13]([CH3:14])=[CH:12][C:11](/[CH:15]=[C:16](\[F:28])/[C:17]3[CH:22]=[CH:21][C:20]([O:23][C:24]([F:27])([F:26])[F:25])=[CH:19][CH:18]=3)=[N:10]2)=[CH:4][N:3]=1.[CH3:29][NH2:30]. (3) The reactants are: [CH:1]1([C:7]2[C:11]([CH:12]=O)=[CH:10][N:9]([C:14]3[CH:19]=[CH:18][C:17]([C:20]([F:23])([F:22])[F:21])=[CH:16][N:15]=3)[N:8]=2)[CH2:6][CH2:5][CH2:4][CH2:3][CH2:2]1.C(OP([CH2:32][C:33]([O:35][CH2:36][CH3:37])=[O:34])(OCC)=O)C.CN(C)C=O.[H-].[Na+]. Given the product [CH:1]1([C:7]2[C:11](/[CH:12]=[CH:32]/[C:33]([O:35][CH2:36][CH3:37])=[O:34])=[CH:10][N:9]([C:14]3[CH:19]=[CH:18][C:17]([C:20]([F:21])([F:22])[F:23])=[CH:16][N:15]=3)[N:8]=2)[CH2:2][CH2:3][CH2:4][CH2:5][CH2:6]1, predict the reactants needed to synthesize it.